The task is: Regression/Classification. Given a drug SMILES string, predict its absorption, distribution, metabolism, or excretion properties. Task type varies by dataset: regression for continuous measurements (e.g., permeability, clearance, half-life) or binary classification for categorical outcomes (e.g., BBB penetration, CYP inhibition). Dataset: cyp3a4_veith.. This data is from CYP3A4 inhibition data for predicting drug metabolism from PubChem BioAssay. The drug is N[C@@H](CC(=O)O)C(=O)O. The result is 0 (non-inhibitor).